This data is from Catalyst prediction with 721,799 reactions and 888 catalyst types from USPTO. The task is: Predict which catalyst facilitates the given reaction. (1) Reactant: [NH:1]1[CH2:8][CH2:7][CH2:6][C@@H:2]1[C:3]([OH:5])=[O:4].O=[CH:10][C:11]([Cl:14])([Cl:13])[Cl:12]. Product: [Cl:12][C:11]([Cl:14])([Cl:13])[CH:10]1[N:1]2[CH2:8][CH2:7][CH2:6][CH:2]2[C:3](=[O:5])[O:4]1. The catalyst class is: 10. (2) Reactant: F[B-](F)(F)F.C[N+](C)=C(N(C)C)O[N:10]1[C:14]2C=[CH:16][CH:17]=[CH:18][C:13]=2[N:12]=N1.[F:23][C:24]([F:35])([F:34])[C:25]1[CH:26]=[N:27][CH:28]=[C:29]([CH:33]=1)[C:30](O)=[O:31].NC1C=NC=CC=1.O.ON1C2C=CC=CC=2N=N1.C(N(CC)CC)C. Product: [N:10]1[CH:16]=[CH:17][CH:18]=[C:13]([NH:12][C:30](=[O:31])[C:29]2[CH:33]=[C:25]([C:24]([F:35])([F:23])[F:34])[CH:26]=[N:27][CH:28]=2)[CH:14]=1. The catalyst class is: 7. (3) Reactant: [C:1]([O:5][C:6](=[O:30])[N:7]([CH2:25][CH2:26][CH:27]([CH3:29])[CH3:28])[CH2:8][C:9]1[CH:14]=[CH:13][C:12]([C:15]2[CH:20]=[CH:19][C:18]([N+:21]([O-])=O)=[CH:17][CH:16]=2)=[C:11]([CH3:24])[CH:10]=1)([CH3:4])([CH3:3])[CH3:2].[H][H]. Product: [C:1]([O:5][C:6](=[O:30])[N:7]([CH2:8][C:9]1[CH:14]=[CH:13][C:12]([C:15]2[CH:20]=[CH:19][C:18]([NH2:21])=[CH:17][CH:16]=2)=[C:11]([CH3:24])[CH:10]=1)[CH2:25][CH2:26][CH:27]([CH3:29])[CH3:28])([CH3:2])([CH3:3])[CH3:4]. The catalyst class is: 19. (4) The catalyst class is: 738. Product: [CH:38]1([CH2:41][S:42]([C:45]2[CH:50]=[CH:49][C:48]([C:51]3[CH:52]=[CH:53][C:54]([C:57]([CH3:64])([CH3:63])[C:58]([OH:60])=[O:59])=[CH:55][CH:56]=3)=[CH:47][CH:46]=2)(=[O:43])=[O:44])[CH2:39][CH2:40]1. Reactant: CC(C1C=CC(B2OC(C)(C)C(C)(C)O2)=CC=1)(C)C(OCC)=O.BrC1C=CC(S(CC2CC2)(=O)=O)=CC=1.[CH:38]1([CH2:41][S:42]([C:45]2[CH:50]=[CH:49][C:48]([C:51]3[CH:56]=[CH:55][C:54]([C:57]([CH3:64])([CH3:63])[C:58]([O:60]CC)=[O:59])=[CH:53][CH:52]=3)=[CH:47][CH:46]=2)(=[O:44])=[O:43])[CH2:40][CH2:39]1.O.[OH-].[Li+]. (5) Reactant: [Cl:1][C:2]1[CH:11]=[C:10]2[C:5]([CH2:6][CH:7]([C:12]3([CH3:15])[CH2:14][CH2:13]3)[N:8]=[CH:9]2)=[CH:4][C:3]=1[O:16][CH2:17][CH2:18][CH2:19][O:20][CH3:21].C(O[CH:25]=[C:26]([C:32](=[O:34])[CH3:33])[C:27]([O:29][CH2:30][CH3:31])=[O:28])C. Product: [Cl:1][C:2]1[C:3]([O:16][CH2:17][CH2:18][CH2:19][O:20][CH3:21])=[CH:4][C:5]2[CH2:6][CH:7]([C:12]3([CH3:15])[CH2:14][CH2:13]3)[N:8]3[CH:9]([CH2:33][C:32](=[O:34])[C:26]([C:27]([O:29][CH2:30][CH3:31])=[O:28])=[CH:25]3)[C:10]=2[CH:11]=1. The catalyst class is: 8.